Dataset: Reaction yield outcomes from USPTO patents with 853,638 reactions. Task: Predict the reaction yield, written as a fraction of the theoretical maximum amount of product (1.0 means a 100% yield; for example, 0.34 means a 34% yield). (1) The reactants are [Cl:1][C:2]1[CH:3]=[C:4]([CH:8]=[CH:9][CH:10]=1)[C:5](=[NH:7])[NH2:6].[F:11][C:12]([F:22])([F:21])[C:13](=O)[CH2:14][C:15](OCC)=[O:16].C[O-].[Na+].CO. The catalyst is C(O)C. The product is [Cl:1][C:2]1[CH:3]=[C:4]([C:5]2[NH:6][C:15](=[O:16])[CH:14]=[C:13]([C:12]([F:22])([F:21])[F:11])[N:7]=2)[CH:8]=[CH:9][CH:10]=1. The yield is 0.480. (2) The reactants are [Br:1][C:2]1[C:3](Cl)=[N:4][C:5]([Cl:8])=[N:6][CH:7]=1.[CH3:10][C:11]1[NH:15][N:14]=[C:13]([NH2:16])[CH:12]=1.C(N(CC)CC)C. The catalyst is CCO. The product is [Br:1][C:2]1[C:3]([NH:16][C:13]2[CH:12]=[C:11]([CH3:10])[NH:15][N:14]=2)=[N:4][C:5]([Cl:8])=[N:6][CH:7]=1. The yield is 0.780.